Dataset: NCI-60 drug combinations with 297,098 pairs across 59 cell lines. Task: Regression. Given two drug SMILES strings and cell line genomic features, predict the synergy score measuring deviation from expected non-interaction effect. (1) Drug 1: CC1=C2C(C(=O)C3(C(CC4C(C3C(C(C2(C)C)(CC1OC(=O)C(C(C5=CC=CC=C5)NC(=O)OC(C)(C)C)O)O)OC(=O)C6=CC=CC=C6)(CO4)OC(=O)C)OC)C)OC. Drug 2: CCN(CC)CCNC(=O)C1=C(NC(=C1C)C=C2C3=C(C=CC(=C3)F)NC2=O)C. Cell line: TK-10. Synergy scores: CSS=37.6, Synergy_ZIP=0.619, Synergy_Bliss=-1.69, Synergy_Loewe=-20.4, Synergy_HSA=-3.14. (2) Drug 1: C1CCC(CC1)NC(=O)N(CCCl)N=O. Drug 2: CC1=C2C(C(=O)C3(C(CC4C(C3C(C(C2(C)C)(CC1OC(=O)C(C(C5=CC=CC=C5)NC(=O)OC(C)(C)C)O)O)OC(=O)C6=CC=CC=C6)(CO4)OC(=O)C)O)C)O. Cell line: CAKI-1. Synergy scores: CSS=50.9, Synergy_ZIP=-5.66, Synergy_Bliss=-0.630, Synergy_Loewe=0.648, Synergy_HSA=3.86. (3) Drug 1: C1=CC(=CC=C1C#N)C(C2=CC=C(C=C2)C#N)N3C=NC=N3. Drug 2: CC1C(C(CC(O1)OC2CC(CC3=C2C(=C4C(=C3O)C(=O)C5=CC=CC=C5C4=O)O)(C(=O)C)O)N)O. Cell line: SNB-75. Synergy scores: CSS=49.3, Synergy_ZIP=-1.67, Synergy_Bliss=-2.33, Synergy_Loewe=-8.72, Synergy_HSA=4.77. (4) Drug 1: CC1=C(C=C(C=C1)NC2=NC=CC(=N2)N(C)C3=CC4=NN(C(=C4C=C3)C)C)S(=O)(=O)N.Cl. Drug 2: CCCCCOC(=O)NC1=NC(=O)N(C=C1F)C2C(C(C(O2)C)O)O. Cell line: HOP-62. Synergy scores: CSS=2.39, Synergy_ZIP=-0.599, Synergy_Bliss=2.13, Synergy_Loewe=-3.84, Synergy_HSA=-0.0892. (5) Drug 1: CCC1=C2CN3C(=CC4=C(C3=O)COC(=O)C4(CC)O)C2=NC5=C1C=C(C=C5)O. Drug 2: C1=NC2=C(N1)C(=S)N=CN2. Cell line: NCI-H460. Synergy scores: CSS=33.2, Synergy_ZIP=-10.6, Synergy_Bliss=-1.69, Synergy_Loewe=-11.4, Synergy_HSA=0.0551. (6) Drug 1: C1CN1C2=NC(=NC(=N2)N3CC3)N4CC4. Drug 2: C1C(C(OC1N2C=NC(=NC2=O)N)CO)O. Cell line: NCIH23. Synergy scores: CSS=36.8, Synergy_ZIP=-0.515, Synergy_Bliss=2.03, Synergy_Loewe=3.82, Synergy_HSA=3.89. (7) Drug 1: CC1=C2C(C(=O)C3(C(CC4C(C3C(C(C2(C)C)(CC1OC(=O)C(C(C5=CC=CC=C5)NC(=O)OC(C)(C)C)O)O)OC(=O)C6=CC=CC=C6)(CO4)OC(=O)C)O)C)O. Drug 2: COCCOC1=C(C=C2C(=C1)C(=NC=N2)NC3=CC=CC(=C3)C#C)OCCOC.Cl. Cell line: RXF 393. Synergy scores: CSS=0.908, Synergy_ZIP=5.46, Synergy_Bliss=-0.254, Synergy_Loewe=1.62, Synergy_HSA=-0.267.